From a dataset of Reaction yield outcomes from USPTO patents with 853,638 reactions. Predict the reaction yield, written as a fraction of the theoretical maximum amount of product (1.0 means a 100% yield; for example, 0.34 means a 34% yield). (1) The reactants are [C:1]([NH:4][C:5]1[CH:10]=[C:9]([O:11][C:12]2[CH:17]=[CH:16][C:15]([NH:18]C(=O)OC(C)(C)C)=[CH:14][C:13]=2[F:26])[CH:8]=[CH:7][N:6]=1)(=[O:3])[CH3:2]. The catalyst is Cl.O1CCOCC1.CCOC(C)=O.C([O-])(O)=O.[Na+]. The product is [NH2:18][C:15]1[CH:16]=[CH:17][C:12]([O:11][C:9]2[CH:8]=[CH:7][N:6]=[C:5]([NH:4][C:1](=[O:3])[CH3:2])[CH:10]=2)=[C:13]([F:26])[CH:14]=1. The yield is 0.870. (2) The reactants are [CH:1]1([NH:6][C:7]2[N:16]=[CH:15][C:14]3[CH2:13][CH2:12][C:11]4[C:17]([C:21]([O:23]CC)=[O:22])=[N:18][N:19]([CH3:20])[C:10]=4[C:9]=3[N:8]=2)[CH2:5][CH2:4][CH2:3][CH2:2]1.[OH-].[K+:27]. The catalyst is C(O)C. The product is [CH:1]1([NH:6][C:7]2[N:16]=[CH:15][C:14]3[CH2:13][CH2:12][C:11]4[C:17]([C:21]([O-:23])=[O:22])=[N:18][N:19]([CH3:20])[C:10]=4[C:9]=3[N:8]=2)[CH2:2][CH2:3][CH2:4][CH2:5]1.[K+:27]. The yield is 0.820. (3) The reactants are [S:1]([CH2:5][CH2:6][CH2:7][O:8][C:9]1[CH:17]=[CH:16][CH:15]=[C:14]2[C:10]=1[CH:11]=[CH:12][N:13]2[C:18]1[CH:23]=[CH:22][N:21]=[C:20]([NH:24][CH:25]2[CH2:30][CH2:29][CH:28]([C:31]([OH:33])=O)[CH2:27][CH2:26]2)[N:19]=1)(=[O:4])(=[O:3])[NH2:2].F[P-](F)(F)(F)(F)F.[N:41]1(O[P+](N(C)C)(N(C)C)N(C)C)[C:45]2C=CC=CC=2N=N1.CCN(C(C)C)C(C)C.NC. The catalyst is C1COCC1.O. The product is [CH3:45][NH:41][C:31]([CH:28]1[CH2:27][CH2:26][CH:25]([NH:24][C:20]2[N:19]=[C:18]([N:13]3[C:14]4[C:10](=[C:9]([O:8][CH2:7][CH2:6][CH2:5][S:1](=[O:3])(=[O:4])[NH2:2])[CH:17]=[CH:16][CH:15]=4)[CH:11]=[CH:12]3)[CH:23]=[CH:22][N:21]=2)[CH2:30][CH2:29]1)=[O:33]. The yield is 0.693. (4) The reactants are [NH2:1][C:2]1[C:3]2[CH:10]=[CH:9][N:8]([C:11]3[CH2:12][CH2:13][N:14]([C:17]([O:19][C:20]([CH3:23])([CH3:22])[CH3:21])=[O:18])[CH2:15][CH:16]=3)[C:4]=2[N:5]=[CH:6][N:7]=1.C([O-])=O.[NH4+].C(OC(C)C)(C)C. The catalyst is CO.[Pd]. The product is [NH2:1][C:2]1[C:3]2[CH:10]=[CH:9][N:8]([CH:11]3[CH2:16][CH2:15][N:14]([C:17]([O:19][C:20]([CH3:23])([CH3:22])[CH3:21])=[O:18])[CH2:13][CH2:12]3)[C:4]=2[N:5]=[CH:6][N:7]=1. The yield is 0.760. (5) The reactants are [F:1][C:2]([F:15])([F:14])[O:3][C:4]1[CH:5]=[C:6]([C:10]#[C:11][CH2:12][OH:13])[CH:7]=[CH:8][CH:9]=1.[H-].[H-].[H-].[H-].[Li+].[Al+3]. The catalyst is C1COCC1. The product is [F:1][C:2]([F:14])([F:15])[O:3][C:4]1[CH:5]=[C:6]([CH2:10][CH2:11][CH2:12][OH:13])[CH:7]=[CH:8][CH:9]=1. The yield is 0.852. (6) The reactants are [F:1][C:2]1[CH:15]=[C:14]([N+:16]([O-:18])=[O:17])[CH:13]=[CH:12][C:3]=1[O:4][C:5]1[N:10]=[CH:9][N:8]=[C:7]([NH2:11])[CH:6]=1.C(N(CC)C(C)C)(C)C.[N:28]1([C:33](Cl)=[O:34])[CH2:32][CH2:31][CH2:30][CH2:29]1. The catalyst is O1CCCC1. The product is [F:1][C:2]1[CH:15]=[C:14]([N+:16]([O-:18])=[O:17])[CH:13]=[CH:12][C:3]=1[O:4][C:5]1[N:10]=[CH:9][N:8]=[C:7]([NH:11][C:33]([N:28]2[CH2:32][CH2:31][CH2:30][CH2:29]2)=[O:34])[CH:6]=1. The yield is 0.320. (7) The yield is 0.860. The product is [Cl:1][C:2]1[C:11]([NH:12][C:13]2[S:14]/[C:15](=[CH:39]\[C:29]3[CH:28]=[C:23]4[C:22](=[CH:21][CH:20]=3)[N:26]=[CH:25][CH:36]=[CH:35]4)/[C:16](=[O:18])[N:17]=2)=[CH:10][C:5]2[NH:6][C:7](=[O:9])[NH:8][C:4]=2[CH:3]=1. The reactants are [Cl:1][C:2]1[C:11]([NH:12][C:13]2[S:14][CH2:15][C:16](=[O:18])[N:17]=2)=[CH:10][C:5]2[NH:6][C:7](=[O:9])[NH:8][C:4]=2[CH:3]=1.N[C:20]1[C:29](Cl)=[CH:28][C:23]2N[C:25](=O)[NH:26][C:22]=2[CH:21]=1.CSC1S[CH2:35][C:36](=O)N=1.[CH2:39](O)C. No catalyst specified. (8) The reactants are [N:1]([CH2:4][CH2:5][CH2:6][NH:7][C:8]1[C:9]([C:13]2[N:17]([C:18]3[CH:23]=[CH:22][C:21]([F:24])=[C:20]([Br:25])[CH:19]=3)[C:16](=[O:26])[O:15][N:14]=2)=[N:10][O:11][N:12]=1)=[N+]=[N-].[I-:27].[Na+].Cl[Si](C)(C)C.S([O-])([O-])(=O)=S.[Na+].[Na+]. The catalyst is CO.O. The product is [IH:27].[NH2:1][CH2:4][CH2:5][CH2:6][NH:7][C:8]1[C:9]([C:13]2[N:17]([C:18]3[CH:23]=[CH:22][C:21]([F:24])=[C:20]([Br:25])[CH:19]=3)[C:16](=[O:26])[O:15][N:14]=2)=[N:10][O:11][N:12]=1. The yield is 0.930. (9) The reactants are C([Sn](CCCC)(CCCC)[C:6]1[CH:7]=[N:8][CH:9]=[N:10][CH:11]=1)CCC.Br[C:21]1[S:25][C:24]([C:26]([O-:28])=[O:27])=[CH:23][C:22]=1[F:29].[F-].[Cs+].[CH3:32]N(C=O)C. The catalyst is CCOC(C)=O.Cl[Cu].C1C=CC([P]([Pd]([P](C2C=CC=CC=2)(C2C=CC=CC=2)C2C=CC=CC=2)([P](C2C=CC=CC=2)(C2C=CC=CC=2)C2C=CC=CC=2)[P](C2C=CC=CC=2)(C2C=CC=CC=2)C2C=CC=CC=2)(C2C=CC=CC=2)C2C=CC=CC=2)=CC=1. The product is [F:29][C:22]1[CH:23]=[C:24]([C:26]([O:28][CH3:32])=[O:27])[S:25][C:21]=1[C:6]1[CH:11]=[N:10][CH:9]=[N:8][CH:7]=1. The yield is 0.700. (10) The reactants are [Cl:1][C:2]1[NH:10][C:9]2[C:8](=[O:11])[N:7]([CH2:12][CH2:13][CH2:14][CH2:15][C:16]([OH:18])=O)[C:6](=[O:19])[N:5]([CH2:20][CH2:21][CH2:22][CH2:23][CH3:24])[C:4]=2[N:3]=1.C1N=CN(C(N2C=NC=C2)=O)C=1.[F:37][C:38]1[CH:43]=[CH:42][C:41]([CH2:44][NH2:45])=[CH:40][C:39]=1[CH3:46].CCN(C(C)C)C(C)C. The catalyst is C(Cl)Cl. The product is [Cl:1][C:2]1[NH:10][C:9]2[C:8](=[O:11])[N:7]([CH2:12][CH2:13][CH2:14][CH2:15][C:16]([NH:45][CH2:44][C:41]3[CH:42]=[CH:43][C:38]([F:37])=[C:39]([CH3:46])[CH:40]=3)=[O:18])[C:6](=[O:19])[N:5]([CH2:20][CH2:21][CH2:22][CH2:23][CH3:24])[C:4]=2[N:3]=1. The yield is 0.220.